Dataset: Catalyst prediction with 721,799 reactions and 888 catalyst types from USPTO. Task: Predict which catalyst facilitates the given reaction. (1) Reactant: [Si:1]([O:8][C@H:9]([C@@H:14]([CH3:27])[CH2:15][C@H:16]([CH2:18][O:19][Si:20]([C:23]([CH3:26])([CH3:25])[CH3:24])([CH3:22])[CH3:21])[CH3:17])[C@@H:10]([CH3:13])[C:11]#[CH:12])([C:4]([CH3:7])([CH3:6])[CH3:5])([CH3:3])[CH3:2].[Li]CCCC.[Si:33]([O:40][C@H:41]([C@H:49]([CH3:73])/[CH:50]=[CH:51]/[CH2:52][O:53][C:54]([C:67]1[CH:72]=[CH:71][CH:70]=[CH:69][CH:68]=1)([C:61]1[CH:66]=[CH:65][CH:64]=[CH:63][CH:62]=1)[C:55]1[CH:60]=[CH:59][CH:58]=[CH:57][CH:56]=1)[CH2:42][C:43](N(OC)C)=[O:44])([C:36]([CH3:39])([CH3:38])[CH3:37])([CH3:35])[CH3:34]. Product: [Si:33]([O:40][C@@H:41]([CH2:42][C:43](=[O:44])[C:12]#[C:11][C@H:10]([CH3:13])[C@H:9]([O:8][Si:1]([C:4]([CH3:7])([CH3:6])[CH3:5])([CH3:3])[CH3:2])[C@@H:14]([CH3:27])[CH2:15][C@@H:16]([CH3:17])[CH2:18][O:19][Si:20]([C:23]([CH3:24])([CH3:25])[CH3:26])([CH3:22])[CH3:21])[C@H:49]([CH3:73])/[CH:50]=[CH:51]/[CH2:52][O:53][C:54]([C:67]1[CH:72]=[CH:71][CH:70]=[CH:69][CH:68]=1)([C:61]1[CH:66]=[CH:65][CH:64]=[CH:63][CH:62]=1)[C:55]1[CH:56]=[CH:57][CH:58]=[CH:59][CH:60]=1)([C:36]([CH3:39])([CH3:37])[CH3:38])([CH3:35])[CH3:34]. The catalyst class is: 1. (2) Reactant: [F:1][C:2]1[CH:3]=[CH:4][C:5]([CH3:11])=[C:6]([C:8](=[O:10])[CH3:9])[CH:7]=1.[BH4-].[Na+]. Product: [F:1][C:2]1[CH:3]=[CH:4][C:5]([CH3:11])=[C:6]([CH:8]([OH:10])[CH3:9])[CH:7]=1. The catalyst class is: 8.